From a dataset of Catalyst prediction with 721,799 reactions and 888 catalyst types from USPTO. Predict which catalyst facilitates the given reaction. Product: [Br:15][C:16]1[CH:22]=[CH:21][C:19]([NH:20][S:8]([C:5]2[CH:6]=[CH:7][C:2]([Cl:1])=[C:3]([N+:12]([O-:14])=[O:13])[CH:4]=2)(=[O:10])=[O:9])=[CH:18][CH:17]=1. The catalyst class is: 15. Reactant: [Cl:1][C:2]1[CH:7]=[CH:6][C:5]([S:8](Cl)(=[O:10])=[O:9])=[CH:4][C:3]=1[N+:12]([O-:14])=[O:13].[Br:15][C:16]1[CH:22]=[CH:21][C:19]([NH2:20])=[CH:18][CH:17]=1.C([O-])(=O)C.[Na+].